Dataset: Forward reaction prediction with 1.9M reactions from USPTO patents (1976-2016). Task: Predict the product of the given reaction. (1) The product is: [F:22][C:21]1[CH:20]=[C:19]2[C:14]([CH:15]=[CH:16][CH:17]=[N:18]2)=[CH:13][C:12]=1[CH2:11][C:8]1[N:6]2[N:7]=[C:2]([N:28]3[CH2:29][CH2:30][N:25]([CH3:24])[C:26](=[O:31])[CH2:27]3)[CH:3]=[CH:4][C:5]2=[N:10][CH:9]=1. Given the reactants Cl[C:2]1[CH:3]=[CH:4][C:5]2[N:6]([C:8]([CH2:11][C:12]3[CH:13]=[C:14]4[C:19](=[CH:20][C:21]=3[F:22])[N:18]=[CH:17][CH:16]=[CH:15]4)=[CH:9][N:10]=2)[N:7]=1.Cl.[CH3:24][N:25]1[CH2:30][CH2:29][NH:28][CH2:27][C:26]1=[O:31], predict the reaction product. (2) Given the reactants [NH:1]1[CH2:4][CH:3]([N:5]2[C:9]3[CH:10]=[C:11]([F:14])[CH:12]=[CH:13][C:8]=3[N:7]=[C:6]2[C@@H:15]([NH:17][C:18]2[N:26]=[CH:25][N:24]=[C:23]3[C:19]=2[N:20]=[CH:21][NH:22]3)[CH3:16])[CH2:2]1.[CH3:27][N:28]1[CH2:33]C[O:31][CH2:30][CH2:29]1.CN(C(ON1N=NC2C=CC=NC1=2)=[N+](C)C)C.F[P-](F)(F)(F)(F)F, predict the reaction product. The product is: [CH3:27][N:28]([CH3:33])[CH2:29][C:30]([N:1]1[CH2:2][CH:3]([N:5]2[C:9]3[CH:10]=[C:11]([F:14])[CH:12]=[CH:13][C:8]=3[N:7]=[C:6]2[CH:15]([NH:17][C:18]2[N:26]=[CH:25][N:24]=[C:23]3[C:19]=2[N:20]=[CH:21][NH:22]3)[CH3:16])[CH2:4]1)=[O:31]. (3) Given the reactants C1(C2[O:11][C:10]([CH:12]3[CH2:17][CH2:16][N:15]([CH2:18][C:19]([OH:21])=O)[CH2:14][CH2:13]3)=NN=2)C=CC=CC=1.[CH3:22][O:23][CH2:24][CH2:25][NH:26][CH2:27][C:28]1[NH:29][C:30](=[O:38])[C:31]2[CH2:37][O:36][CH2:35][CH2:34][C:32]=2[N:33]=1.[C:39](#N)[CH3:40], predict the reaction product. The product is: [C:10]([CH:12]1[CH2:13][CH2:14][N:15]([CH2:18][C:19]([N:26]([CH2:25][CH2:24][O:23][CH3:22])[CH2:27][C:28]2[NH:29][C:30](=[O:38])[C:31]3[CH2:37][O:36][CH2:35][CH2:34][C:32]=3[N:33]=2)=[O:21])[CH2:16][CH2:17]1)(=[O:11])[C:40]1[CH:39]=[CH:14][CH:13]=[CH:12][CH:10]=1. (4) Given the reactants [F:1][C:2]([F:32])([F:31])[C:3]1([CH2:7][N:8]2[CH2:13][CH2:12][CH:11]([CH2:14][O:15][C:16]3[N:21]=[CH:20][C:19]([C:22]4[CH:30]=[CH:29][C:25]([C:26](O)=[O:27])=[CH:24][CH:23]=4)=[CH:18][CH:17]=3)[CH2:10][CH2:9]2)[CH2:6][CH2:5][CH2:4]1.[NH:33]1[CH2:37][CH2:36][C@H:35]([OH:38])[CH2:34]1.F[P-](F)(F)(F)(F)F.N1(O[P+](N(C)C)(N(C)C)N(C)C)C2C=CC=CC=2N=N1.O, predict the reaction product. The product is: [OH:38][C@H:35]1[CH2:36][CH2:37][N:33]([C:26]([C:25]2[CH:24]=[CH:23][C:22]([C:19]3[CH:20]=[N:21][C:16]([O:15][CH2:14][CH:11]4[CH2:12][CH2:13][N:8]([CH2:7][C:3]5([C:2]([F:32])([F:1])[F:31])[CH2:6][CH2:5][CH2:4]5)[CH2:9][CH2:10]4)=[CH:17][CH:18]=3)=[CH:30][CH:29]=2)=[O:27])[CH2:34]1. (5) Given the reactants C(OC([N:8]1[CH2:13][CH2:12][CH2:11][CH:10]([CH2:14][N:15]2[C:19]3[C:20]([Cl:24])=[CH:21][CH:22]=[CH:23][C:18]=3[N:17]=[C:16]2[NH2:25])[CH2:9]1)=O)(C)(C)C.FC(F)(F)C(O)=O.CC[NH+](CC)CC.CC[NH+](CC)CC.C([O-])([O-])=O.Cl.C(OCC)C, predict the reaction product. The product is: [Cl:24][C:20]1[C:19]2[N:15]([CH2:14][CH:10]3[CH2:11][CH2:12][CH2:13][NH:8][CH2:9]3)[C:16]([NH2:25])=[N:17][C:18]=2[CH:23]=[CH:22][CH:21]=1. (6) Given the reactants [Br:1][C:2]1[S:6][C:5]([C:7](OC)=[O:8])=[C:4]([NH:11][CH2:12][C:13]2[CH:14]=[N:15][CH:16]=[CH:17][CH:18]=2)[CH:3]=1.[OH-].[Na+].Cl.C([N:24](CC)CC)C.[Cl-].[NH4+].Cl.C(N=C=NCCCN(C)C)C.ON1C2C=CC=CC=2N=N1, predict the reaction product. The product is: [Br:1][C:2]1[S:6][C:5]([C:7]([NH2:24])=[O:8])=[C:4]([NH:11][CH2:12][C:13]2[CH:14]=[N:15][CH:16]=[CH:17][CH:18]=2)[CH:3]=1. (7) Given the reactants [CH3:1][O:2][C:3]([C:5]1[S:6][C:7]([C:12]2[CH:17]=[CH:16][CH:15]=[CH:14][CH:13]=2)=[C:8]([CH3:11])[C:9]=1[NH2:10])=[O:4].C(=O)([O-])[O-].[K+].[K+].[Cl:24][C:25]1[C:26](Cl)=[N:27][C:28]([Cl:31])=[N:29][CH:30]=1, predict the reaction product. The product is: [CH3:1][O:2][C:3]([C:5]1[S:6][C:7]([C:12]2[CH:17]=[CH:16][CH:15]=[CH:14][CH:13]=2)=[C:8]([CH3:11])[C:9]=1[NH:10][C:26]1[C:25]([Cl:24])=[CH:30][N:29]=[C:28]([Cl:31])[N:27]=1)=[O:4]. (8) The product is: [Cl:18][C:13]1[CH:14]=[C:15]2[C:10](=[CH:11][CH:12]=1)[NH:9][C:8]([C:6]#[N:5])=[C:16]2[CH3:17]. Given the reactants C([NH:5][C:6]([C:8]1[NH:9][C:10]2[C:15]([C:16]=1[CH3:17])=[CH:14][C:13]([Cl:18])=[CH:12][CH:11]=2)=O)(C)(C)C.P(Cl)(Cl)(Cl)=O, predict the reaction product. (9) Given the reactants Cl.[CH2:2]1[C:11]2[C:6](=[CH:7][CH:8]=[CH:9][CH:10]=2)[CH2:5][CH2:4][N:3]1[NH2:12].Cl[C:14]([O:16][C:17]1[CH:22]=[CH:21][CH:20]=[CH:19][C:18]=1[F:23])=[O:15], predict the reaction product. The product is: [F:23][C:18]1[CH:19]=[CH:20][CH:21]=[CH:22][C:17]=1[O:16][C:14](=[O:15])[NH:12][N:3]1[CH2:4][CH2:5][C:6]2[C:11](=[CH:10][CH:9]=[CH:8][CH:7]=2)[CH2:2]1. (10) Given the reactants [OH:1][C@H:2]1[CH2:19][CH2:18][C@@:17]2([CH3:20])[C@@H:4]([CH2:5][CH2:6][C@:7]3([CH3:31])[C@@H:16]2[CH2:15][CH2:14][C@H:13]2[C@@:8]3([CH3:30])[CH2:9][CH2:10][C@@:11]3([CH:28]=[O:29])[CH2:23][C:22](=[O:24])[C:21]([CH:25]([CH3:27])[CH3:26])=[C:12]32)[C:3]1([CH3:33])[CH3:32].[C:34]([O:38][C:39](=[O:47])[C:40]([CH3:46])([CH3:45])[CH2:41][C:42](O)=[O:43])([CH3:37])([CH3:36])[CH3:35].C(Cl)(=O)C1C=CC=CC=1.C(N(CC)CC)C, predict the reaction product. The product is: [CH3:45][C:40]([CH3:46])([CH2:41][C:42]([O:1][C@H:2]1[CH2:19][CH2:18][C@@:17]2([CH3:20])[C@@H:4]([CH2:5][CH2:6][C@:7]3([CH3:31])[C@@H:16]2[CH2:15][CH2:14][C@H:13]2[C@@:8]3([CH3:30])[CH2:9][CH2:10][C@@:11]3([CH:28]=[O:29])[CH2:23][C:22](=[O:24])[C:21]([CH:25]([CH3:27])[CH3:26])=[C:12]32)[C:3]1([CH3:32])[CH3:33])=[O:43])[C:39]([O:38][C:34]([CH3:35])([CH3:36])[CH3:37])=[O:47].